This data is from Full USPTO retrosynthesis dataset with 1.9M reactions from patents (1976-2016). The task is: Predict the reactants needed to synthesize the given product. (1) Given the product [CH3:24][C:25]1([CH3:31])[CH2:30][CH2:29][CH2:28][N:27]([C:2]2[C:22]([F:23])=[CH:21][C:5]3[C:6]4[C:7](=[O:20])[C:8]([C:15]([O:17][CH2:18][CH3:19])=[O:16])=[CH:9][N:10]([CH3:14])[C:11]=4[CH:12]=[N:13][C:4]=3[CH:3]=2)[CH2:26]1, predict the reactants needed to synthesize it. The reactants are: F[C:2]1[C:22]([F:23])=[CH:21][C:5]2[C:6]3[C:7](=[O:20])[C:8]([C:15]([O:17][CH2:18][CH3:19])=[O:16])=[CH:9][N:10]([CH3:14])[C:11]=3[CH:12]=[N:13][C:4]=2[CH:3]=1.[CH3:24][C:25]1([CH3:31])[CH2:30][CH2:29][CH2:28][NH:27][CH2:26]1.O. (2) Given the product [OH:18][CH2:17][CH2:16][N:5]1[CH2:6][CH2:7][N:2]([CH3:1])[C:3](=[O:8])[CH2:4]1, predict the reactants needed to synthesize it. The reactants are: [CH3:1][N:2]1[CH2:7][CH2:6][NH:5][CH2:4][C:3]1=[O:8].C([O-])([O-])=O.[K+].[K+].C1C[O:18][CH2:17][CH2:16]1. (3) Given the product [CH:4]([N:17]1[CH2:20][CH:19]([N:2]([CH3:3])[CH3:1])[CH2:18]1)([C:11]1[CH:16]=[CH:15][CH:14]=[CH:13][CH:12]=1)[C:5]1[CH:10]=[CH:9][CH:8]=[CH:7][CH:6]=1, predict the reactants needed to synthesize it. The reactants are: [CH3:1][NH:2][CH3:3].[CH:4]([N:17]1[CH2:20][CH:19](CS([O-])(=O)=O)[CH2:18]1)([C:11]1[CH:16]=[CH:15][CH:14]=[CH:13][CH:12]=1)[C:5]1[CH:10]=[CH:9][CH:8]=[CH:7][CH:6]=1. (4) Given the product [Br:14][C:8]1[C:3]([O:2][CH3:1])=[CH:4][C:5]([CH3:13])=[C:6]([NH:9][C:10](=[O:12])[CH3:11])[CH:7]=1, predict the reactants needed to synthesize it. The reactants are: [CH3:1][O:2][C:3]1[CH:8]=[CH:7][C:6]([NH:9][C:10](=[O:12])[CH3:11])=[C:5]([CH3:13])[CH:4]=1.[Br:14]Br.OS([O-])=O.[Na+].O. (5) Given the product [CH3:29][S:30]([O:1][CH2:2][C:3]1[CH:8]=[CH:7][C:6]([CH:9]2[CH2:10][CH2:11][N:12]([C:15]([O:17][C:18]([CH3:21])([CH3:20])[CH3:19])=[O:16])[CH2:13][CH2:14]2)=[CH:5][N:4]=1)(=[O:32])=[O:31], predict the reactants needed to synthesize it. The reactants are: [OH:1][CH2:2][C:3]1[CH:8]=[CH:7][C:6]([CH:9]2[CH2:14][CH2:13][N:12]([C:15]([O:17][C:18]([CH3:21])([CH3:20])[CH3:19])=[O:16])[CH2:11][CH2:10]2)=[CH:5][N:4]=1.C(N(CC)CC)C.[CH3:29][S:30](Cl)(=[O:32])=[O:31].